Task: Predict the product of the given reaction.. Dataset: Forward reaction prediction with 1.9M reactions from USPTO patents (1976-2016) (1) Given the reactants [Cl-].[Cl-].[Cl-].[Al+3].[Cl:5][C:6]1[CH:11]=[CH:10][C:9]([CH2:12][C:13](Cl)=[O:14])=[CH:8][CH:7]=1.[Br:16][C:17]1[CH:24]=[CH:23][CH:22]=[CH:21][C:18]=1[CH:19]=[CH2:20], predict the reaction product. The product is: [Br:16][C:17]1[CH:24]=[CH:23][CH:22]=[CH:21][C:18]=1[CH:19]1[C:10]2[C:9](=[CH:8][CH:7]=[C:6]([Cl:5])[CH:11]=2)[CH2:12][C:13](=[O:14])[CH2:20]1. (2) Given the reactants [NH2:1][C:2]1[CH:10]=[CH:9][C:5]([CH2:6][CH2:7][OH:8])=[CH:4][CH:3]=1.[CH2:11]([O:13][C:14](=[O:27])[CH:15]([O:24][CH2:25][CH3:26])[CH2:16][C:17]1[CH:22]=[CH:21][C:20](O)=[CH:19][CH:18]=1)[CH3:12].N(C(N1CCCCC1)=O)=NC(N1CCCCC1)=O.C1(P(C2C=CC=CC=2)C2C=CC=CC=2)C=CC=CC=1, predict the reaction product. The product is: [CH2:11]([O:13][C:14](=[O:27])[CH:15]([O:24][CH2:25][CH3:26])[CH2:16][C:17]1[CH:22]=[CH:21][C:20]([O:8][CH2:7][CH2:6][C:5]2[CH:9]=[CH:10][C:2]([NH2:1])=[CH:3][CH:4]=2)=[CH:19][CH:18]=1)[CH3:12]. (3) Given the reactants [Cl:1][C:2]1[C:3]([C:21]2[N:25]3[CH:26]=[CH:27][CH:28]=[CH:29][C:24]3=[N:23][CH:22]=2)=[N:4][C:5]([NH:8][C:9]2[CH:14]=[CH:13][C:12]([CH2:15][C:16](O)=[O:17])=[CH:11][C:10]=2[O:19][CH3:20])=[N:6][CH:7]=1.[NH2:30][CH:31]1[CH2:35][CH2:34][N:33](C(OC(C)(C)C)=O)[CH2:32]1, predict the reaction product. The product is: [Cl:1][C:2]1[C:3]([C:21]2[N:25]3[CH:26]=[CH:27][CH:28]=[CH:29][C:24]3=[N:23][CH:22]=2)=[N:4][C:5]([NH:8][C:9]2[CH:14]=[CH:13][C:12]([CH2:15][C:16]([NH:30][CH:31]3[CH2:35][CH2:34][NH:33][CH2:32]3)=[O:17])=[CH:11][C:10]=2[O:19][CH3:20])=[N:6][CH:7]=1. (4) Given the reactants [O:1]=[C:2]1[C:7]2[C:8]([C:17]3[CH:18]=[C:19]([C:22]([O:24]C)=[O:23])[S:20][CH:21]=3)=[N:9][N:10]([CH:11]3[CH2:16][CH2:15][O:14][CH2:13][CH2:12]3)[C:6]=2[CH:5]=[CH:4][NH:3]1.[OH-].[Na+], predict the reaction product. The product is: [O:1]=[C:2]1[C:7]2[C:8]([C:17]3[CH:18]=[C:19]([C:22]([OH:24])=[O:23])[S:20][CH:21]=3)=[N:9][N:10]([CH:11]3[CH2:12][CH2:13][O:14][CH2:15][CH2:16]3)[C:6]=2[CH:5]=[CH:4][NH:3]1. (5) Given the reactants [CH3:1][C:2]1[CH:3]=[C:4]2[C:9](=[O:10])[O:8][C:6](=O)[C:5]2=[CH:11][C:12]=1[CH3:13].[F:14][C:15]1[CH:21]=[CH:20][C:18]([NH2:19])=[CH:17][CH:16]=1.O, predict the reaction product. The product is: [CH3:13][C:12]1[CH:11]=[C:5]2[C:4](=[CH:3][C:2]=1[CH3:1])[C:9](=[O:10])[N:19]([C:18]1[CH:20]=[CH:21][C:15]([F:14])=[CH:16][CH:17]=1)[C:6]2=[O:8]. (6) Given the reactants [OH:1][C:2]1[CH:3]=[C:4]([CH:9]=[CH:10][CH:11]=1)[O:5][CH2:6][CH2:7][OH:8].[H-].[Na+].Cl[C:15]1[C:20]([N:21]2[CH2:26][CH2:25][N:24]([C:27]([O:29][C:30]([CH3:33])([CH3:32])[CH3:31])=[O:28])[CH2:23][CH2:22]2)=[N:19][CH:18]=[CH:17][N:16]=1, predict the reaction product. The product is: [OH:1][C:2]1[CH:3]=[C:4]([CH:9]=[CH:10][CH:11]=1)[O:5][CH2:6][CH2:7][O:8][C:15]1[C:20]([N:21]2[CH2:22][CH2:23][N:24]([C:27]([O:29][C:30]([CH3:33])([CH3:32])[CH3:31])=[O:28])[CH2:25][CH2:26]2)=[N:19][CH:18]=[CH:17][N:16]=1.